Dataset: NCI-60 drug combinations with 297,098 pairs across 59 cell lines. Task: Regression. Given two drug SMILES strings and cell line genomic features, predict the synergy score measuring deviation from expected non-interaction effect. (1) Drug 1: C1=CC(=CC=C1CCCC(=O)O)N(CCCl)CCCl. Drug 2: CC1=C2C(C(=O)C3(C(CC4C(C3C(C(C2(C)C)(CC1OC(=O)C(C(C5=CC=CC=C5)NC(=O)C6=CC=CC=C6)O)O)OC(=O)C7=CC=CC=C7)(CO4)OC(=O)C)O)C)OC(=O)C. Cell line: UO-31. Synergy scores: CSS=1.05, Synergy_ZIP=-7.14, Synergy_Bliss=-9.60, Synergy_Loewe=-7.11, Synergy_HSA=-6.69. (2) Drug 1: C1=C(C(=O)NC(=O)N1)N(CCCl)CCCl. Drug 2: CCC1=C2CN3C(=CC4=C(C3=O)COC(=O)C4(CC)O)C2=NC5=C1C=C(C=C5)O. Cell line: OVCAR-4. Synergy scores: CSS=4.28, Synergy_ZIP=-2.71, Synergy_Bliss=-2.45, Synergy_Loewe=-2.45, Synergy_HSA=-2.43. (3) Drug 2: COC1=C2C(=CC3=C1OC=C3)C=CC(=O)O2. Drug 1: C1CC(C1)(C(=O)O)C(=O)O.[NH2-].[NH2-].[Pt+2]. Synergy scores: CSS=21.4, Synergy_ZIP=-3.60, Synergy_Bliss=1.93, Synergy_Loewe=-1.55, Synergy_HSA=1.82. Cell line: HOP-92. (4) Drug 1: CC1=C2C(C(=O)C3(C(CC4C(C3C(C(C2(C)C)(CC1OC(=O)C(C(C5=CC=CC=C5)NC(=O)C6=CC=CC=C6)O)O)OC(=O)C7=CC=CC=C7)(CO4)OC(=O)C)O)C)OC(=O)C. Drug 2: CN(C(=O)NC(C=O)C(C(C(CO)O)O)O)N=O. Cell line: DU-145. Synergy scores: CSS=60.4, Synergy_ZIP=7.25, Synergy_Bliss=9.78, Synergy_Loewe=-41.6, Synergy_HSA=6.42. (5) Drug 1: CC1=C(C(CCC1)(C)C)C=CC(=CC=CC(=CC(=O)O)C)C. Drug 2: CC1CCC2CC(C(=CC=CC=CC(CC(C(=O)C(C(C(=CC(C(=O)CC(OC(=O)C3CCCCN3C(=O)C(=O)C1(O2)O)C(C)CC4CCC(C(C4)OC)OCCO)C)C)O)OC)C)C)C)OC. Cell line: OVCAR-8. Synergy scores: CSS=8.74, Synergy_ZIP=0.377, Synergy_Bliss=2.80, Synergy_Loewe=1.37, Synergy_HSA=2.92. (6) Drug 1: CC=C1C(=O)NC(C(=O)OC2CC(=O)NC(C(=O)NC(CSSCCC=C2)C(=O)N1)C(C)C)C(C)C. Drug 2: CN(CCCl)CCCl.Cl. Cell line: A549. Synergy scores: CSS=66.6, Synergy_ZIP=1.25, Synergy_Bliss=1.40, Synergy_Loewe=-12.4, Synergy_HSA=1.17. (7) Drug 1: CC(C)(C#N)C1=CC(=CC(=C1)CN2C=NC=N2)C(C)(C)C#N. Drug 2: C1CCC(C(C1)N)N.C(=O)(C(=O)[O-])[O-].[Pt+4]. Cell line: PC-3. Synergy scores: CSS=17.4, Synergy_ZIP=-4.64, Synergy_Bliss=-0.602, Synergy_Loewe=1.12, Synergy_HSA=-0.328. (8) Drug 1: CC=C1C(=O)NC(C(=O)OC2CC(=O)NC(C(=O)NC(CSSCCC=C2)C(=O)N1)C(C)C)C(C)C. Drug 2: CS(=O)(=O)CCNCC1=CC=C(O1)C2=CC3=C(C=C2)N=CN=C3NC4=CC(=C(C=C4)OCC5=CC(=CC=C5)F)Cl. Cell line: M14. Synergy scores: CSS=30.2, Synergy_ZIP=-3.90, Synergy_Bliss=-0.690, Synergy_Loewe=-14.1, Synergy_HSA=-2.14. (9) Drug 1: CC12CCC(CC1=CCC3C2CCC4(C3CC=C4C5=CN=CC=C5)C)O. Drug 2: CC1=C(C=C(C=C1)C(=O)NC2=CC(=CC(=C2)C(F)(F)F)N3C=C(N=C3)C)NC4=NC=CC(=N4)C5=CN=CC=C5. Cell line: MALME-3M. Synergy scores: CSS=3.42, Synergy_ZIP=-0.574, Synergy_Bliss=-0.674, Synergy_Loewe=-3.51, Synergy_HSA=-2.99. (10) Drug 1: CS(=O)(=O)C1=CC(=C(C=C1)C(=O)NC2=CC(=C(C=C2)Cl)C3=CC=CC=N3)Cl. Drug 2: CC12CCC3C(C1CCC2O)C(CC4=C3C=CC(=C4)O)CCCCCCCCCS(=O)CCCC(C(F)(F)F)(F)F. Cell line: NCI-H226. Synergy scores: CSS=15.1, Synergy_ZIP=0.748, Synergy_Bliss=5.90, Synergy_Loewe=6.58, Synergy_HSA=6.59.